This data is from Rat liver microsome stability data. The task is: Regression/Classification. Given a drug SMILES string, predict its absorption, distribution, metabolism, or excretion properties. Task type varies by dataset: regression for continuous measurements (e.g., permeability, clearance, half-life) or binary classification for categorical outcomes (e.g., BBB penetration, CYP inhibition). Dataset: rlm. (1) The compound is Cc1c(Nc2ccc(I)cc2F)c2c(=O)n(CCO)cnc2n(C)c1=O. The result is 0 (unstable in rat liver microsomes). (2) The molecule is Cc1noc([C@@H]2CN(C(=O)c3nn(C)c4ccccc34)C[C@H]2CO)n1. The result is 0 (unstable in rat liver microsomes). (3) The compound is CCOc1nc(NC(=O)C2(NC(=O)c3ccc4c(C5CCCC5)c(-c5ccccn5)n(C)c4c3)CCC2)cnc1C=CC(=O)O. The result is 0 (unstable in rat liver microsomes). (4) The drug is O=C(NC1CC1)C1CCCN1C(=O)c1cccc(-c2ccccn2)c1. The result is 0 (unstable in rat liver microsomes). (5) The drug is COCCN1CC[C@H](C)Nc2cc(ccc2C(N)=O)-n2c(c(C)c3c2CC(C)(C)CC3=O)CC1=O. The result is 0 (unstable in rat liver microsomes).